The task is: Regression. Given two drug SMILES strings and cell line genomic features, predict the synergy score measuring deviation from expected non-interaction effect.. This data is from NCI-60 drug combinations with 297,098 pairs across 59 cell lines. (1) Drug 1: C1=CC(=CC=C1CCC2=CNC3=C2C(=O)NC(=N3)N)C(=O)NC(CCC(=O)O)C(=O)O. Drug 2: C1=C(C(=O)NC(=O)N1)F. Cell line: SF-268. Synergy scores: CSS=34.8, Synergy_ZIP=-0.120, Synergy_Bliss=5.32, Synergy_Loewe=9.03, Synergy_HSA=10.2. (2) Drug 1: C1CN1C2=NC(=NC(=N2)N3CC3)N4CC4. Drug 2: C1CN(P(=O)(OC1)NCCCl)CCCl. Cell line: DU-145. Synergy scores: CSS=34.9, Synergy_ZIP=1.90, Synergy_Bliss=6.84, Synergy_Loewe=-39.8, Synergy_HSA=4.44. (3) Drug 1: CC(CN1CC(=O)NC(=O)C1)N2CC(=O)NC(=O)C2. Drug 2: CCCCC(=O)OCC(=O)C1(CC(C2=C(C1)C(=C3C(=C2O)C(=O)C4=C(C3=O)C=CC=C4OC)O)OC5CC(C(C(O5)C)O)NC(=O)C(F)(F)F)O. Cell line: SNB-19. Synergy scores: CSS=9.90, Synergy_ZIP=-4.45, Synergy_Bliss=-4.19, Synergy_Loewe=-2.68, Synergy_HSA=-2.54.